This data is from Forward reaction prediction with 1.9M reactions from USPTO patents (1976-2016). The task is: Predict the product of the given reaction. (1) The product is: [Cl:10][CH2:11][C:12]([NH:5][C:4]1[CH:6]=[CH:7][C:8]([Cl:9])=[C:2]([Cl:1])[CH:3]=1)=[O:13]. Given the reactants [Cl:1][C:2]1[CH:3]=[C:4]([CH:6]=[CH:7][C:8]=1[Cl:9])[NH2:5].[Cl:10][CH2:11][C:12](O)=[O:13], predict the reaction product. (2) The product is: [CH3:1][C:2]1[CH:7]=[CH:6][C:5]([S:8]([N:14]2[CH:15]=[CH:16][C:17]([C:18](=[O:20])[CH3:19])=[N:13]2)(=[O:10])=[O:9])=[CH:4][CH:3]=1. Given the reactants [CH3:1][C:2]1[CH:7]=[CH:6][C:5]([S:8](Cl)(=[O:10])=[O:9])=[CH:4][CH:3]=1.Cl.[NH:13]1[C:17]([C:18](=[O:20])[CH3:19])=[CH:16][CH:15]=[N:14]1, predict the reaction product. (3) Given the reactants C(N(CC1C=CC=CC=1)[C@H]1CCN(CCO)C[C@H]1OC)C1C=CC=CC=1.[OH:27][CH2:28][CH2:29][N:30]1[CH2:35][CH2:34][C@@H:33]([NH:36][C:37](=[O:43])[O:38][C:39]([CH3:42])([CH3:41])[CH3:40])[C@@H:32]([O:44][CH3:45])[CH2:31]1, predict the reaction product. The product is: [OH:27][CH2:28][CH2:29][N:30]1[CH2:35][CH2:34][C@H:33]([NH:36][C:37](=[O:43])[O:38][C:39]([CH3:40])([CH3:41])[CH3:42])[C@H:32]([O:44][CH3:45])[CH2:31]1. (4) Given the reactants [CH3:1][O:2][C:3]([C@@H:5]1[CH2:9][C@@H:8]([S:10]([C:13]2[CH:18]=[CH:17][CH:16]=[CH:15][C:14]=2[C:19]([F:22])([F:21])[F:20])(=[O:12])=[O:11])[CH2:7][NH:6]1)=[O:4].C(OC([C@@H]1C[C@H](S(C2C=CC=CC=2C(F)(F)F)(=O)=O)CN1)=O)C.Cl[C:47]1[N:52]=[CH:51][CH:50]=[CH:49][N:48]=1, predict the reaction product. The product is: [CH3:1][O:2][C:3]([C@@H:5]1[CH2:9][C@@H:8]([S:10]([C:13]2[CH:18]=[CH:17][CH:16]=[CH:15][C:14]=2[C:19]([F:22])([F:20])[F:21])(=[O:11])=[O:12])[CH2:7][N:6]1[C:47]1[N:52]=[CH:51][CH:50]=[CH:49][N:48]=1)=[O:4]. (5) Given the reactants [F:1][C:2]1[CH:7]=[CH:6][C:5]([C:8]2[N:12]=[C:11]([CH:13]3[CH2:18][CH2:17][NH:16][CH2:15][CH2:14]3)[N:10]([C:19]3[N:24]=[CH:23][CH:22]=[CH:21][N:20]=3)[N:9]=2)=[CH:4][CH:3]=1.Cl.Br[CH2:27][C:28]([C:30]1[CH:35]=[CH:34][CH:33]=[CH:32][CH:31]=1)=[O:29].C(=O)([O-])[O-].[K+].[K+], predict the reaction product. The product is: [F:1][C:2]1[CH:3]=[CH:4][C:5]([C:8]2[N:12]=[C:11]([CH:13]3[CH2:18][CH2:17][N:16]([CH2:27][C:28]([C:30]4[CH:35]=[CH:34][CH:33]=[CH:32][CH:31]=4)=[O:29])[CH2:15][CH2:14]3)[N:10]([C:19]3[N:20]=[CH:21][CH:22]=[CH:23][N:24]=3)[N:9]=2)=[CH:6][CH:7]=1. (6) Given the reactants [C:1]([CH2:4][C:5]1[CH:14]=[CH:13][C:8]([C:9]([O:11][CH3:12])=[O:10])=[C:7]([O:15][CH3:16])[CH:6]=1)([OH:3])=[O:2].S(Cl)([Cl:20])(=O)=O, predict the reaction product. The product is: [Cl:20][C:14]1[C:5]([CH2:4][C:1]([OH:3])=[O:2])=[CH:6][C:7]([O:15][CH3:16])=[C:8]([CH:13]=1)[C:9]([O:11][CH3:12])=[O:10].